From a dataset of Reaction yield outcomes from USPTO patents with 853,638 reactions. Predict the reaction yield, written as a fraction of the theoretical maximum amount of product (1.0 means a 100% yield; for example, 0.34 means a 34% yield). (1) The reactants are [CH3:1][O:2][C:3]1[CH:4]=[C:5]2[C:10](=[CH:11][C:12]=1[O:13][CH3:14])[N:9]=[CH:8][N:7]=[C:6]2[O:15][C:16]1[C:17]([F:24])=[CH:18][C:19]([F:23])=[C:20]([CH:22]=1)[NH2:21].CCN(C(C)C)C(C)C.[C:34]([C:38]1[O:42][N:41]=[C:40]([NH:43][C:44](=O)[O:45]C2C=CC=CC=2)[CH:39]=1)([CH3:37])([CH3:36])[CH3:35].O. The catalyst is C1COCC1.CN(C1C=CN=CC=1)C. The product is [C:34]([C:38]1[O:42][N:41]=[C:40]([NH:43][C:44]([NH:21][C:20]2[CH:22]=[C:16]([O:15][C:6]3[C:5]4[C:10](=[CH:11][C:12]([O:13][CH3:14])=[C:3]([O:2][CH3:1])[CH:4]=4)[N:9]=[CH:8][N:7]=3)[C:17]([F:24])=[CH:18][C:19]=2[F:23])=[O:45])[CH:39]=1)([CH3:37])([CH3:35])[CH3:36]. The yield is 0.250. (2) The reactants are [Li]CCCC.[CH3:6][N:7]1[CH:11]=[CH:10][N:9]=[CH:8]1.Cl[Si](CC)(CC)CC.[Cl:20][C:21]1[CH:26]=[CH:25][C:24]([C:27]([C:29]2[CH:30]=[C:31]3[C:36](=[CH:37][CH:38]=2)[N:35]=[C:34]([CH3:39])[N:33]=[C:32]3[C:40]2[CH:45]=[CH:44][CH:43]=[C:42]([Cl:46])[CH:41]=2)=[O:28])=[CH:23][CH:22]=1. The catalyst is C1COCC1. The product is [Cl:46][C:42]1[CH:41]=[C:40]([C:32]2[C:31]3[C:36](=[CH:37][CH:38]=[C:29]([C:27]([C:24]4[CH:23]=[CH:22][C:21]([Cl:20])=[CH:26][CH:25]=4)([C:11]4[N:7]([CH3:6])[CH:8]=[N:9][CH:10]=4)[OH:28])[CH:30]=3)[N:35]=[C:34]([CH3:39])[N:33]=2)[CH:45]=[CH:44][CH:43]=1. The yield is 0.400. (3) The reactants are [CH3:1][O:2][C:3]1[CH:4]=[C:5]([NH:9][C:10]2[CH:15]=[C:14]([N:16]([CH3:18])[CH3:17])[N:13]=[C:12]([N:19]3[CH2:24][CH2:23][NH:22][CH2:21][CH2:20]3)[N:11]=2)[CH:6]=[CH:7][CH:8]=1.CCN(C(C)C)C(C)C.Cl[CH2:35][C:36]1[CH:41]=[CH:40][CH:39]=[C:38]([O:42][CH3:43])[CH:37]=1. The catalyst is O1CCOCC1. The product is [CH3:43][O:42][C:38]1[CH:37]=[C:36]([CH:41]=[CH:40][CH:39]=1)[CH2:35][N:22]1[CH2:23][CH2:24][N:19]([C:12]2[N:11]=[C:10]([NH:9][C:5]3[CH:6]=[CH:7][CH:8]=[C:3]([O:2][CH3:1])[CH:4]=3)[CH:15]=[C:14]([N:16]([CH3:18])[CH3:17])[N:13]=2)[CH2:20][CH2:21]1. The yield is 0.700. (4) The reactants are [CH:1]([NH:14][C:15]([C:17]1[C:18]([OH:28])=[N:19][C:20]([N:23]2[CH:27]=[CH:26][CH:25]=[N:24]2)=[N:21][CH:22]=1)=[O:16])([C:8]1[CH:13]=[CH:12][CH:11]=[CH:10][CH:9]=1)[C:2]1[CH:7]=[CH:6][CH:5]=[CH:4][CH:3]=1.O=[N+]([O-])[O-].[O-][N+](=O)[O-].[O-][N+](=O)[O-].[O-][N+](=O)[O-].[O-][N+](=O)[O-].[O-][N+](=O)[O-].[Ce+4].[NH4+].[NH4+].[I:56]I. The catalyst is C(#N)C. The product is [CH:1]([NH:14][C:15]([C:17]1[C:18]([OH:28])=[N:19][C:20]([N:23]2[CH:27]=[C:26]([I:56])[CH:25]=[N:24]2)=[N:21][CH:22]=1)=[O:16])([C:8]1[CH:9]=[CH:10][CH:11]=[CH:12][CH:13]=1)[C:2]1[CH:7]=[CH:6][CH:5]=[CH:4][CH:3]=1. The yield is 0.840. (5) The reactants are [CH3:1][O:2][C:3]([C:5]1[CH:10]=[CH:9][CH:8]=[CH:7][C:6]=1[O:11][C:12]([N:14]1[CH2:18][C@H:17]([S:19]C(C2C=CC=CC=2)(C2C=CC=CC=2)C2C=CC=CC=2)[CH2:16][C@H:15]1[CH2:39][O:40][CH2:41][C:42]1[CH:47]=[C:46]([F:48])[C:45]([F:49])=[CH:44][C:43]=1[F:50])=[O:13])=[O:4].C([SiH](CC)CC)C. The catalyst is C(O)(C(F)(F)F)=O. The product is [CH3:1][O:2][C:3]([C:5]1[CH:10]=[CH:9][CH:8]=[CH:7][C:6]=1[O:11][C:12]([N:14]1[CH2:18][C@H:17]([SH:19])[CH2:16][C@H:15]1[CH2:39][O:40][CH2:41][C:42]1[CH:47]=[C:46]([F:48])[C:45]([F:49])=[CH:44][C:43]=1[F:50])=[O:13])=[O:4]. The yield is 0.820. (6) The reactants are [CH2:1]([N:8]1[CH2:13][CH2:12][CH:11]([N:14]2[CH:18]=[CH:17][C:16]([C:19]3[CH:24]=[CH:23][C:22]([F:25])=[CH:21][CH:20]=3)=[C:15]2[C:26]2[CH:31]=[CH:30][N:29]=[C:28](F)[CH:27]=2)[CH2:10][CH2:9]1)[C:2]1[CH:7]=[CH:6][CH:5]=[CH:4][CH:3]=1.[CH3:33][NH2:34]. The catalyst is O1CCCC1. The product is [CH2:1]([N:8]1[CH2:13][CH2:12][CH:11]([N:14]2[CH:18]=[CH:17][C:16]([C:19]3[CH:20]=[CH:21][C:22]([F:25])=[CH:23][CH:24]=3)=[C:15]2[C:26]2[CH:31]=[CH:30][N:29]=[C:28]([NH:34][CH3:33])[CH:27]=2)[CH2:10][CH2:9]1)[C:2]1[CH:7]=[CH:6][CH:5]=[CH:4][CH:3]=1. The yield is 0.600. (7) The reactants are [OH:1][CH:2]([C:17]1[N:18]=[CH:19][N:20]([C:22]([C:35]2[CH:40]=[CH:39][CH:38]=[CH:37][CH:36]=2)([C:29]2[CH:34]=[CH:33][CH:32]=[CH:31][CH:30]=2)[C:23]2[CH:28]=[CH:27][CH:26]=[CH:25][CH:24]=2)[CH:21]=1)[C:3]1[CH:4]=[C:5]2[C:10](=[CH:11][CH:12]=1)[CH:9]=[C:8]([C:13]([NH:15][CH3:16])=[O:14])[CH:7]=[CH:6]2. The catalyst is [O-2].[O-2].[Mn+4].C(OCC)(=O)C. The product is [CH3:16][NH:15][C:13]([C:8]1[CH:7]=[CH:6][C:5]2[C:10](=[CH:11][CH:12]=[C:3]([C:2]([C:17]3[N:18]=[CH:19][N:20]([C:22]([C:23]4[CH:28]=[CH:27][CH:26]=[CH:25][CH:24]=4)([C:29]4[CH:30]=[CH:31][CH:32]=[CH:33][CH:34]=4)[C:35]4[CH:40]=[CH:39][CH:38]=[CH:37][CH:36]=4)[CH:21]=3)=[O:1])[CH:4]=2)[CH:9]=1)=[O:14]. The yield is 0.880.